From a dataset of hERG Central: cardiac toxicity at 1µM, 10µM, and general inhibition. Predict hERG channel inhibition at various concentrations. The compound is CCCN(CC(=O)Nc1ccccc1C)C(=O)CC(NC(=O)c1ccccc1)c1ccccc1. Results: hERG_inhib (hERG inhibition (general)): blocker.